Dataset: Catalyst prediction with 721,799 reactions and 888 catalyst types from USPTO. Task: Predict which catalyst facilitates the given reaction. (1) Reactant: [F:1][C:2]1[C:3]([N:11]2[CH2:16][CH2:15][CH:14]([C:17]([F:20])([F:19])[F:18])[CH2:13][CH2:12]2)=[CH:4][C:5]([NH:9][CH3:10])=[C:6]([CH:8]=1)[NH2:7].[Cl:21][C:22]1[CH:38]=[CH:37][C:25]([CH2:26][NH:27][C:28]([C:30]2([C:33]([F:36])([F:35])[F:34])[CH2:32][CH2:31]2)=[O:29])=[CH:24][C:23]=1[N:39]=[C:40]=S.CC(C)N=C=NC(C)C. Product: [Cl:21][C:22]1[CH:38]=[CH:37][C:25]([CH2:26][NH:27][C:28]([C:30]2([C:33]([F:36])([F:35])[F:34])[CH2:32][CH2:31]2)=[O:29])=[CH:24][C:23]=1[NH:39][C:40]1[N:9]([CH3:10])[C:5]2[CH:4]=[C:3]([N:11]3[CH2:16][CH2:15][CH:14]([C:17]([F:19])([F:20])[F:18])[CH2:13][CH2:12]3)[C:2]([F:1])=[CH:8][C:6]=2[N:7]=1. The catalyst class is: 3. (2) Reactant: [NH3:1].Cl[C:3]1[C:8]2[C:9](=[O:33])[N:10]([C:14]3[CH:15]=[C:16]4[C:20](=[C:21]([CH:23]5[CH2:25][CH2:24]5)[CH:22]=3)[N:19]([C:26]3[N:31]=[CH:30][C:29]([CH3:32])=[CH:28][N:27]=3)[CH:18]=[CH:17]4)[CH2:11][CH2:12][O:13][C:7]=2[N:6]=[CH:5][N:4]=1. Product: [NH2:1][C:3]1[C:8]2[C:9](=[O:33])[N:10]([C:14]3[CH:15]=[C:16]4[C:20](=[C:21]([CH:23]5[CH2:25][CH2:24]5)[CH:22]=3)[N:19]([C:26]3[N:31]=[CH:30][C:29]([CH3:32])=[CH:28][N:27]=3)[CH:18]=[CH:17]4)[CH2:11][CH2:12][O:13][C:7]=2[N:6]=[CH:5][N:4]=1. The catalyst class is: 12. (3) Reactant: [Cl:1][C:2]1[CH:3]=[C:4]([CH:29]=[CH:30][C:31]=1[Cl:32])[O:5][CH:6]1[CH2:11][CH2:10][N:9]([CH2:12][C@H:13]([OH:28])[CH2:14][NH:15][C:16]([C:18]2[S:22][C:21](=[O:23])[NH:20][C:19]=2[C:24]([F:27])([F:26])[F:25])=[O:17])[CH2:8][CH2:7]1.[C:33]1([S:39]([OH:42])(=[O:41])=[O:40])[CH:38]=[CH:37][CH:36]=[CH:35][CH:34]=1. Product: [C:33]1([S:39]([OH:42])(=[O:41])=[O:40])[CH:38]=[CH:37][CH:36]=[CH:35][CH:34]=1.[Cl:1][C:2]1[CH:3]=[C:4]([CH:29]=[CH:30][C:31]=1[Cl:32])[O:5][CH:6]1[CH2:11][CH2:10][N:9]([CH2:12][C@H:13]([OH:28])[CH2:14][NH:15][C:16]([C:18]2[S:22][C:21](=[O:23])[NH:20][C:19]=2[C:24]([F:26])([F:27])[F:25])=[O:17])[CH2:8][CH2:7]1. The catalyst class is: 5. (4) Reactant: [CH2:1]([O:3][C:4]([C@H:6]1[C@H:10]([C:11]2[CH:16]=[CH:15][CH:14]=[CH:13][CH:12]=2)[CH2:9][N:8](CC2C=CC=CC=2)[CH2:7]1)=[O:5])[CH3:2].[ClH:24]. Product: [ClH:24].[CH2:1]([O:3][C:4]([C@H:6]1[C@H:10]([C:11]2[CH:16]=[CH:15][CH:14]=[CH:13][CH:12]=2)[CH2:9][NH:8][CH2:7]1)=[O:5])[CH3:2]. The catalyst class is: 63. (5) Reactant: [Cl:1][C:2]([Cl:11])([Cl:10])[C:3]([C:5]1[NH:6][CH:7]=[CH:8][CH:9]=1)=[O:4].[Br:12]Br.O. Product: [Br:12][C:8]1[CH:9]=[C:5]([C:3](=[O:4])[C:2]([Cl:1])([Cl:10])[Cl:11])[NH:6][CH:7]=1. The catalyst class is: 22. (6) Reactant: Cl[C:2]1[N:7]=[C:6]([C@@:8]23[O:23][CH2:22][O:21][C@@H:9]2[CH2:10][N:11]([C:14]([O:16][C:17]([CH3:20])([CH3:19])[CH3:18])=[O:15])[CH2:12][CH2:13]3)[CH:5]=[C:4]([O:24][CH3:25])[CH:3]=1.C(N(CC)CC)C. Product: [CH3:25][O:24][C:4]1[CH:3]=[CH:2][N:7]=[C:6]([C@@:8]23[O:23][CH2:22][O:21][C@@H:9]2[CH2:10][N:11]([C:14]([O:16][C:17]([CH3:20])([CH3:18])[CH3:19])=[O:15])[CH2:12][CH2:13]3)[CH:5]=1. The catalyst class is: 29.